Task: Predict the reactants needed to synthesize the given product.. Dataset: Full USPTO retrosynthesis dataset with 1.9M reactions from patents (1976-2016) (1) Given the product [CH:14]([NH:16][C:10]([C:6]1[CH:5]=[C:4]2[C:9](=[CH:8][CH:7]=1)[NH:1][CH2:2][CH2:3]2)=[O:12])([CH3:15])[CH3:13], predict the reactants needed to synthesize it. The reactants are: [NH:1]1[C:9]2[C:4](=[CH:5][C:6]([C:10]([OH:12])=O)=[CH:7][CH:8]=2)[CH2:3][CH2:2]1.[CH3:13][CH:14]([NH2:16])[CH3:15]. (2) Given the product [Si:21]([O:28][CH2:29][CH:30]1[O:34][N:33]=[C:32]([C:35]2[CH:40]=[CH:39][C:38]([C:7]3[CH:6]=[CH:5][C:4]([N:9]4[CH2:13][C@H:12]([CH2:14][N:15]5[CH:19]=[CH:18][N:17]=[N:16]5)[O:11][C:10]4=[O:20])=[CH:3][C:2]=3[F:1])=[CH:37][C:36]=2[O:45][CH3:46])[CH2:31]1)([C:24]([CH3:27])([CH3:26])[CH3:25])([CH3:23])[CH3:22], predict the reactants needed to synthesize it. The reactants are: [F:1][C:2]1[CH:3]=[C:4]([N:9]2[CH2:13][C@H:12]([CH2:14][N:15]3[CH:19]=[CH:18][N:17]=[N:16]3)[O:11][C:10]2=[O:20])[CH:5]=[CH:6][C:7]=1I.[Si:21]([O:28][CH2:29][CH:30]1[O:34][N:33]=[C:32]([C:35]2[CH:40]=[CH:39][C:38]([Sn](C)(C)C)=[CH:37][C:36]=2[O:45][CH3:46])[CH2:31]1)([C:24]([CH3:27])([CH3:26])[CH3:25])([CH3:23])[CH3:22]. (3) Given the product [Cl:28][C:24]1[CH:25]=[C:26]2[C:21](=[CH:22][CH:23]=1)[NH:20][C:19](=[O:29])[C:18]([C@@H:16]([NH:15][C:2]1[N:7]=[C:6]([N:8]3[CH:12]=[CH:11][CH:10]=[C:9]3[CH3:13])[CH:5]=[CH:4][N:3]=1)[CH3:17])=[CH:27]2, predict the reactants needed to synthesize it. The reactants are: Cl[C:2]1[N:7]=[C:6]([N:8]2[CH:12]=[CH:11][CH:10]=[C:9]2[CH3:13])[CH:5]=[CH:4][N:3]=1.Cl.[NH2:15][C@H:16]([C:18]1[C:19](=[O:29])[NH:20][C:21]2[C:26]([CH:27]=1)=[CH:25][C:24]([Cl:28])=[CH:23][CH:22]=2)[CH3:17].CCN(C(C)C)C(C)C.CCOC(C)=O. (4) Given the product [OH:67][C@H:64]1[CH2:65][CH2:66][N:62]([C:25]([C:22]2[CH:23]=[CH:24][C:19]([C:16]3[CH:15]=[CH:14][C:13]([NH:12][CH2:11][CH:8]4[CH2:9][CH2:10][N:5]([CH2:4][C:3]([CH3:28])([CH3:29])[C:2]([F:1])([F:30])[F:31])[CH2:6][CH2:7]4)=[CH:18][CH:17]=3)=[CH:20][CH:21]=2)=[O:27])[CH2:63]1, predict the reactants needed to synthesize it. The reactants are: [F:1][C:2]([F:31])([F:30])[C:3]([CH3:29])([CH3:28])[CH2:4][N:5]1[CH2:10][CH2:9][CH:8]([CH2:11][NH:12][C:13]2[CH:18]=[CH:17][C:16]([C:19]3[CH:24]=[CH:23][C:22]([C:25]([OH:27])=O)=[CH:21][CH:20]=3)=[CH:15][CH:14]=2)[CH2:7][CH2:6]1.CCN=C=NCCCN(C)C.C1C=CC2N(O)N=NC=2C=1.CCN(C(C)C)C(C)C.[NH:62]1[CH2:66][CH2:65][C@H:64]([OH:67])[CH2:63]1. (5) Given the product [CH2:1]([O:3][C:4]([C:6]1[NH:10][C:9]2[CH:11]=[C:12]([C:28]3[S:29][C:25]([CH3:24])=[CH:26][CH:27]=3)[S:13][C:8]=2[CH:7]=1)=[O:5])[CH3:2], predict the reactants needed to synthesize it. The reactants are: [CH2:1]([O:3][C:4]([C:6]1[NH:10][C:9]2[CH:11]=[C:12](Br)[S:13][C:8]=2[CH:7]=1)=[O:5])[CH3:2].C[Si](C)(C)N[Si](C)(C)C.[CH3:24][C:25]1[S:29][C:28]([Sn](CCCC)(CCCC)CCCC)=[CH:27][CH:26]=1.C([O-])([O-])=O.[Na+].[Na+]. (6) Given the product [Br:15][C:12]1[CH:13]=[CH:14][C:9]([N:8]2[C:1]([CH3:2])=[N:4][NH:5][C:6]2=[O:7])=[CH:10][CH:11]=1, predict the reactants needed to synthesize it. The reactants are: [C:1]([NH:4][NH:5][C:6]([NH:8][C:9]1[CH:14]=[CH:13][C:12]([Br:15])=[CH:11][CH:10]=1)=[O:7])(=O)[CH3:2].[OH-].[Na+].Cl. (7) Given the product [ClH:1].[Cl:19][C:20]1[CH:21]=[C:22]([N:27]2[CH2:32][CH2:31][N:30]([CH2:2][CH2:3][CH2:4][CH2:5][C:6]3([CH2:17][CH3:18])[C:14]4[C:9](=[CH:10][C:11]([F:15])=[CH:12][CH:13]=4)[NH:8][C:7]3=[O:16])[CH2:29][CH2:28]2)[CH:23]=[CH:24][C:25]=1[F:26], predict the reactants needed to synthesize it. The reactants are: [Cl:1][CH2:2][CH2:3][CH2:4][CH2:5][C:6]1([CH2:17][CH3:18])[C:14]2[C:9](=[CH:10][C:11]([F:15])=[CH:12][CH:13]=2)[NH:8][C:7]1=[O:16].[Cl:19][C:20]1[CH:21]=[C:22]([N:27]2[CH2:32][CH2:31][NH:30][CH2:29][CH2:28]2)[CH:23]=[CH:24][C:25]=1[F:26]. (8) Given the product [NH2:21][C:22]1[N:23]([CH2:43][CH3:44])[C:24]2[C:29]([C:30](=[O:35])[C:31]=1[C:32]([NH2:34])=[O:33])=[CH:28][CH:27]=[C:26]([C:36]1[CH:37]=[CH:38][C:39]([NH:42][C:11]([NH:12][CH2:13][C:14]3[CH:15]=[N:16][CH:17]=[CH:18][CH:19]=3)=[O:20])=[CH:40][CH:41]=1)[CH:25]=2, predict the reactants needed to synthesize it. The reactants are: [N+](C1C=CC(O[C:11](=[O:20])[NH:12][CH2:13][C:14]2[CH:15]=[N:16][CH:17]=[CH:18][CH:19]=2)=CC=1)([O-])=O.[NH2:21][C:22]1[N:23]([CH2:43][CH3:44])[C:24]2[C:29]([C:30](=[O:35])[C:31]=1[C:32]([NH2:34])=[O:33])=[CH:28][CH:27]=[C:26]([C:36]1[CH:41]=[CH:40][C:39]([NH2:42])=[CH:38][CH:37]=1)[CH:25]=2. (9) The reactants are: [OH-].[Na+].CO.[C:5]([NH:13][C:14]1[CH:23]=[C:22](/[CH:24]=[CH:25]/[C:26]2[CH:31]=[CH:30][CH:29]=[CH:28][CH:27]=2)[CH:21]=[CH:20][C:15]=1[C:16]([O:18]C)=[O:17])(=[O:12])[C:6]1[CH:11]=[CH:10][CH:9]=[CH:8][CH:7]=1. Given the product [C:5]([NH:13][C:14]1[CH:23]=[C:22](/[CH:24]=[CH:25]/[C:26]2[CH:31]=[CH:30][CH:29]=[CH:28][CH:27]=2)[CH:21]=[CH:20][C:15]=1[C:16]([OH:18])=[O:17])(=[O:12])[C:6]1[CH:7]=[CH:8][CH:9]=[CH:10][CH:11]=1, predict the reactants needed to synthesize it.